From a dataset of Reaction yield outcomes from USPTO patents with 853,638 reactions. Predict the reaction yield, written as a fraction of the theoretical maximum amount of product (1.0 means a 100% yield; for example, 0.34 means a 34% yield). (1) The catalyst is C(#N)C. The product is [CH:2]([C:3]1[NH:4][C:5]([C:10]#[N:11])=[C:6]([C:7]#[N:8])[N:9]=1)=[CH2:1]. The reactants are [CH2:1]=[CH:2][CH:3]=[N:4]/[C:5](/[C:10]#[N:11])=[C:6](/[NH2:9])\[C:7]#[N:8].C([O-])(=O)C.C([O-])(=O)C.C([O-])(=O)C.C([O-])(=O)C.[Pb+4].C=CC=N/C(/C#N)=C(/N)\C#N.C(#N)C. The yield is 0.820. (2) The reactants are Cl.[Br:2][C:3]1[C:4]([F:12])=[CH:5][C:6]([CH3:11])=[C:7]([NH:9]N)[CH:8]=1.[O:13]1[CH:17]=[CH:16][CH2:15][CH2:14]1.Cl. The catalyst is C1COCC1.CCOCC.[Cl-].[Cl-].[Zn+2]. The product is [CH3:11][C:6]12[C:16]([CH2:15][CH2:14][OH:13])=[CH:17][N:9]=[C:7]1[CH:8]=[C:3]([Br:2])[C:4]([F:12])=[CH:5]2. The yield is 0.300.